Dataset: Reaction yield outcomes from USPTO patents with 853,638 reactions. Task: Predict the reaction yield, written as a fraction of the theoretical maximum amount of product (1.0 means a 100% yield; for example, 0.34 means a 34% yield). (1) The reactants are Cl[CH2:2][C:3]1[C:4]([C:16]2[CH:21]=[CH:20][C:19]([F:22])=[CH:18][C:17]=2[O:23][CH3:24])=[CH:5][CH:6]=[C:7]2[C:12]=1[NH:11][C:10](=[O:13])[C:9]([CH3:15])([CH3:14])[NH:8]2.[C:25]1([OH:31])[CH:30]=[CH:29][CH:28]=[CH:27][CH:26]=1.C(=O)([O-])[O-].[K+].[K+].C(OCC)(=O)C. The catalyst is CN(C)C=O.O. The product is [F:22][C:19]1[CH:20]=[CH:21][C:16]([C:4]2[C:3]([CH2:2][O:31][C:25]3[CH:30]=[CH:29][CH:28]=[CH:27][CH:26]=3)=[C:12]3[C:7]([NH:8][C:9]([CH3:15])([CH3:14])[C:10](=[O:13])[NH:11]3)=[CH:6][CH:5]=2)=[C:17]([O:23][CH3:24])[CH:18]=1. The yield is 0.670. (2) The reactants are [Br:1][C:2]1[S:6][C:5]([NH:7][C:8](=[O:18])[C:9]2[CH:14]=[C:13]([Cl:15])[CH:12]=[CH:11][C:10]=2[O:16][CH3:17])=[N:4][CH:3]=1.Br[CH2:20][C:21]1[N:22]=[CH:23][S:24][CH:25]=1. No catalyst specified. The product is [Br:1][C:2]1[S:6]/[C:5](=[N:7]\[C:8](=[O:18])[C:9]2[CH:14]=[C:13]([Cl:15])[CH:12]=[CH:11][C:10]=2[O:16][CH3:17])/[N:4]([CH2:20][C:21]2[N:22]=[CH:23][S:24][CH:25]=2)[CH:3]=1. The yield is 0.520. (3) The catalyst is [Pt].CC(O)=O. The reactants are [N+:1]([C:4]1[C:13]2[C:8](=[CH:9][CH:10]=[CH:11][CH:12]=2)[C:7]([O:14][CH2:15][C:16]2[CH:21]=[CH:20][N:19]=[C:18]([NH2:22])[N:17]=2)=[CH:6][CH:5]=1)([O-])=O.C(Cl)Cl.[H][H]. The yield is 0.640. The product is [NH2:1][C:4]1[C:13]2[C:8](=[CH:9][CH:10]=[CH:11][CH:12]=2)[C:7]([O:14][CH2:15][C:16]2[CH:21]=[CH:20][N:19]=[C:18]([NH2:22])[N:17]=2)=[CH:6][CH:5]=1. (4) The reactants are C([N:8](CC1C=CC=CC=1)[C:9]1[CH:18]=[C:17]2[C:12]([CH:13]=[CH:14][CH:15]=[C:16]2[C:19]2[CH2:24][CH2:23][N:22]([CH3:25])[CH2:21][CH:20]=2)=[CH:11][CH:10]=1)C1C=CC=CC=1. The catalyst is C(O)(=O)C.[OH-].[Pd+2].[OH-]. The product is [NH2:8][C:9]1[CH:18]=[C:17]2[C:12]([CH:13]=[CH:14][CH:15]=[C:16]2[CH:19]2[CH2:20][CH2:21][N:22]([CH3:25])[CH2:23][CH2:24]2)=[CH:11][CH:10]=1. The yield is 0.330. (5) The reactants are Br[C:2]1[CH:10]=[C:9]([CH3:11])[CH:8]=[CH:7][C:3]=1[C:4]([OH:6])=[O:5].BrC1C=CC=CC=1C(O)=O.[SH:22][C:23]1[CH:31]=[CH:30][CH:29]=[CH:28][C:24]=1[C:25]([OH:27])=[O:26]. No catalyst specified. The product is [C:25]([C:24]1[CH:28]=[CH:29][CH:30]=[CH:31][C:23]=1[S:22][C:2]1[CH:10]=[C:9]([CH3:11])[CH:8]=[CH:7][C:3]=1[C:4]([OH:6])=[O:5])([OH:27])=[O:26]. The yield is 0.960. (6) The reactants are C([Mg]Br)C.[CH3:5][C:6]1[N:11]=[C:10]2[NH:12][CH:13]=[CH:14][C:9]2=[CH:8][CH:7]=1.[CH3:15][O:16][C:17]1[CH:18]=[C:19]([CH:23]=[C:24]([O:28][CH3:29])[C:25]=1[O:26][CH3:27])[C:20](Cl)=[O:21].[Cl-].[Al+3].[Cl-].[Cl-]. The catalyst is C(Cl)Cl.[Cl-].[Zn+2].[Cl-]. The product is [CH3:5][C:6]1[N:11]=[C:10]2[NH:12][CH:13]=[C:14]([C:20]([C:19]3[CH:23]=[C:24]([O:28][CH3:29])[C:25]([O:26][CH3:27])=[C:17]([O:16][CH3:15])[CH:18]=3)=[O:21])[C:9]2=[CH:8][CH:7]=1. The yield is 0.480.